This data is from HIV replication inhibition screening data with 41,000+ compounds from the AIDS Antiviral Screen. The task is: Binary Classification. Given a drug SMILES string, predict its activity (active/inactive) in a high-throughput screening assay against a specified biological target. The compound is CC(C)C(NC(=O)CNC(=O)OC(C)(C)C)C(=O)OCc1ccccc1. The result is 0 (inactive).